From a dataset of Catalyst prediction with 721,799 reactions and 888 catalyst types from USPTO. Predict which catalyst facilitates the given reaction. (1) Reactant: [Cl:1][C:2]1[CH:3]=[C:4]([CH:8]2[C:12]([C:15]3[CH:20]=[CH:19][C:18]([Cl:21])=[CH:17][CH:16]=3)([C:13]#[N:14])[CH:11]([CH2:22][C:23]([CH3:26])([CH3:25])[CH3:24])[NH:10][CH:9]2[C:27]([OH:29])=O)[CH:5]=[CH:6][CH:7]=1.[N:30]1([CH2:36][C:37]([N:39]2[CH2:43][CH2:42][CH2:41][CH2:40]2)=[O:38])[CH2:35][CH2:34][NH:33][CH2:32][CH2:31]1.CN(C(ON1N=NC2C=CC=NC1=2)=[N+](C)C)C.F[P-](F)(F)(F)(F)F.CCN(C(C)C)C(C)C. Product: [Cl:1][C:2]1[CH:3]=[C:4]([CH:8]2[CH:9]([C:27]([N:33]3[CH2:32][CH2:31][N:30]([CH2:36][C:37](=[O:38])[N:39]4[CH2:40][CH2:41][CH2:42][CH2:43]4)[CH2:35][CH2:34]3)=[O:29])[NH:10][CH:11]([CH2:22][C:23]([CH3:24])([CH3:26])[CH3:25])[C:12]2([C:15]2[CH:20]=[CH:19][C:18]([Cl:21])=[CH:17][CH:16]=2)[C:13]#[N:14])[CH:5]=[CH:6][CH:7]=1. The catalyst class is: 2. (2) Reactant: CCN(C(C)C)C(C)C.Cl[C:11]1[C:30]([C:31]2[NH:35][N:34]=[CH:33][CH:32]=2)=[CH:29][C:14]([C:15]([NH:17][C:18]2[CH:23]=[CH:22][C:21]([O:24][C:25]([F:28])([F:27])[F:26])=[CH:20][CH:19]=2)=[O:16])=[CH:13][N:12]=1.[CH3:36][N:37]([CH3:42])[CH:38]1[CH2:41][NH:40][CH2:39]1.O(C(C)C)C(C)C. Product: [CH3:36][N:37]([CH3:42])[CH:38]1[CH2:41][N:40]([C:11]2[C:30]([C:31]3[NH:35][N:34]=[CH:33][CH:32]=3)=[CH:29][C:14]([C:15]([NH:17][C:18]3[CH:23]=[CH:22][C:21]([O:24][C:25]([F:28])([F:26])[F:27])=[CH:20][CH:19]=3)=[O:16])=[CH:13][N:12]=2)[CH2:39]1. The catalyst class is: 25.